From a dataset of Forward reaction prediction with 1.9M reactions from USPTO patents (1976-2016). Predict the product of the given reaction. (1) Given the reactants [S:1]([N:11]1[C:15]2=[N:16][CH:17]=[C:18]([CH2:20][NH:21][CH:22]=O)[N:19]=[C:14]2[CH:13]=[CH:12]1)([C:4]1[CH:10]=[CH:9][C:7]([CH3:8])=[CH:6][CH:5]=1)(=[O:3])=[O:2].O=P(Cl)(Cl)Cl.C([O-])(O)=O.[Na+], predict the reaction product. The product is: [S:1]([N:11]1[C:15]2[N:16]=[CH:17][C:18]3[N:19]([CH:22]=[N:21][CH:20]=3)[C:14]=2[CH:13]=[CH:12]1)([C:4]1[CH:10]=[CH:9][C:7]([CH3:8])=[CH:6][CH:5]=1)(=[O:3])=[O:2]. (2) Given the reactants [CH3:1][Si:2]([CH3:49])([CH3:48])[CH2:3][CH2:4][O:5][CH2:6][N:7]([CH2:40][O:41][CH2:42][CH2:43][Si:44]([CH3:47])([CH3:46])[CH3:45])[C:8]1[N:13]2[N:14]=[CH:15][C:16]([C:17]3[CH:18]=[N:19][C:20]([C:23]4[CH:28]=[CH:27][CH:26]=[CH:25][CH:24]=4)=[CH:21][CH:22]=3)=[C:12]2[N:11]=[C:10]([C:29]2[CH:38]=[CH:37][C:32]([C:33]([O:35][CH3:36])=[O:34])=[CH:31][CH:30]=2)[C:9]=1Br.[C:50]([Sn](CCCC)(CCCC)CCCC)#[N:51], predict the reaction product. The product is: [CH3:1][Si:2]([CH3:49])([CH3:48])[CH2:3][CH2:4][O:5][CH2:6][N:7]([CH2:40][O:41][CH2:42][CH2:43][Si:44]([CH3:47])([CH3:46])[CH3:45])[C:8]1[N:13]2[N:14]=[CH:15][C:16]([C:17]3[CH:18]=[N:19][C:20]([C:23]4[CH:28]=[CH:27][CH:26]=[CH:25][CH:24]=4)=[CH:21][CH:22]=3)=[C:12]2[N:11]=[C:10]([C:29]2[CH:38]=[CH:37][C:32]([C:33]([O:35][CH3:36])=[O:34])=[CH:31][CH:30]=2)[C:9]=1[C:50]#[N:51]. (3) Given the reactants Cl.[CH3:2][NH:3][C@@H:4]([CH2:8][C:9]1[CH:14]=[CH:13][CH:12]=[CH:11][CH:10]=1)[CH2:5][C:6]#[N:7].[C:15](Cl)(=[O:22])[C:16]1[CH:21]=[CH:20][CH:19]=[CH:18][CH:17]=1.C(=O)([O-])[O-].[K+].[K+].CCOC(C)=O, predict the reaction product. The product is: [CH2:8]([C@H:4]([N:3]([CH3:2])[C:15](=[O:22])[C:16]1[CH:21]=[CH:20][CH:19]=[CH:18][CH:17]=1)[CH2:5][C:6]#[N:7])[C:9]1[CH:14]=[CH:13][CH:12]=[CH:11][CH:10]=1. (4) Given the reactants C(OC([N:8]1[CH2:13][CH2:12][CH:11]([CH2:14][CH2:15][CH2:16][N:17]2[CH2:27][C:26]3[N:28]4[C:19](=[CH:20][N:21]=[C:22]4[CH:23]=[CH:24][CH:25]=3)[C:18]2=[O:29])[CH2:10][CH2:9]1)=O)(C)(C)C.[ClH:30], predict the reaction product. The product is: [ClH:30].[ClH:30].[NH:8]1[CH2:13][CH2:12][CH:11]([CH2:14][CH2:15][CH2:16][N:17]2[CH2:27][C:26]3[N:28]4[C:19](=[CH:20][N:21]=[C:22]4[CH:23]=[CH:24][CH:25]=3)[C:18]2=[O:29])[CH2:10][CH2:9]1. (5) Given the reactants [CH3:1][O:2][C:3](=[O:18])[CH:4]([C:11]1[CH:16]=[CH:15][C:14](Br)=[CH:13][CH:12]=1)[CH2:5][CH:6]1[CH2:10][CH2:9][CH2:8][CH2:7]1.[Cu][C:20]#[N:21].[OH-].[NH4+], predict the reaction product. The product is: [CH3:1][O:2][C:3](=[O:18])[CH:4]([C:11]1[CH:16]=[CH:15][C:14]([C:20]#[N:21])=[CH:13][CH:12]=1)[CH2:5][CH:6]1[CH2:10][CH2:9][CH2:8][CH2:7]1. (6) Given the reactants N(C(OC(C)C)=O)=NC(OC(C)C)=O.[OH:15][C:16]1[CH:17]=[N:18][C:19]([N:22]2[CH2:27][CH2:26][N:25]([C:28]([O:30][C:31]([CH3:34])([CH3:33])[CH3:32])=[O:29])[CH2:24][CH2:23]2)=[N:20][CH:21]=1.C1(P(C2C=CC=CC=2)C2C=CC=CC=2)C=CC=CC=1.[Cl:54][C:55]1[N:60]=[CH:59][C:58]([CH2:61]O)=[CH:57][N:56]=1, predict the reaction product. The product is: [Cl:54][C:55]1[N:60]=[CH:59][C:58]([CH2:61][O:15][C:16]2[CH:21]=[N:20][C:19]([N:22]3[CH2:23][CH2:24][N:25]([C:28]([O:30][C:31]([CH3:34])([CH3:33])[CH3:32])=[O:29])[CH2:26][CH2:27]3)=[N:18][CH:17]=2)=[CH:57][N:56]=1. (7) Given the reactants Br[CH2:2][CH:3]([F:5])[F:4].[Cl:6][C:7]1[C:12]([F:13])=[CH:11][CH:10]=[C:9]([F:14])[C:8]=1[C:15]1[C:24](=[O:25])[NH:23][C:18]2=[N:19][CH:20]=[CH:21][N:22]=[C:17]2[C:16]=1[O:26]C(=O)C(C)(C)C.C(=O)([O-])[O-].[K+].[K+].[I-].[K+], predict the reaction product. The product is: [Cl:6][C:7]1[C:12]([F:13])=[CH:11][CH:10]=[C:9]([F:14])[C:8]=1[C:15]1[C:24](=[O:25])[N:23]([CH2:2][CH:3]([F:5])[F:4])[C:18]2=[N:19][CH:20]=[CH:21][N:22]=[C:17]2[C:16]=1[OH:26]. (8) Given the reactants F[C:2]1(F)CC1CN1CCN(C2SC(C(O)=O)=C(C)N=2)C1=O.F[C:23]1[CH:44]=[CH:43][C:26]([CH2:27][N:28]2[C:32](=[O:33])[N:31]([C:34]3[S:35][C:36]([C:40]([OH:42])=O)=[C:37]([CH3:39])[N:38]=3)[CH:30]=[N:29]2)=[CH:25][CH:24]=1.[CH:45]([C:48]1[S:49][CH:50]=[C:51]([CH2:53][NH2:54])[N:52]=1)([CH3:47])[CH3:46], predict the reaction product. The product is: [CH:45]([C:48]1[S:49][CH:50]=[C:51]([CH2:53][NH:54][C:40]([C:36]2[S:35][C:34]([N:31]3[C:32](=[O:33])[N:28]([CH2:27][C:26]4[CH:25]=[CH:24][C:23]([CH3:2])=[CH:44][CH:43]=4)[N:29]=[CH:30]3)=[N:38][C:37]=2[CH3:39])=[O:42])[N:52]=1)([CH3:47])[CH3:46].